This data is from Experimentally validated miRNA-target interactions with 360,000+ pairs, plus equal number of negative samples. The task is: Binary Classification. Given a miRNA mature sequence and a target amino acid sequence, predict their likelihood of interaction. The miRNA is hsa-miR-4662a-3p with sequence AAAGAUAGACAAUUGGCUAAAU. The protein sequence of the target gene is MAESGESGGPPGSQDSAAGAEGAGAPAAAASAEPKIMKVTVKTPKEKEEFAVPENSSVQQFKEEISKRFKSHTDQLVLIFAGKILKDQDTLSQHGIHDGLTVHLVIKTQNRPQDHSAQQTNTAGSNVTTSSTPNSNSTSGSATSNPFGLGGLGGLAGLSSLGLNTTNFSELQSQMQRQLLSNPEMMVQIMENPFVQSMLSNPDLMRQLIMANPQMQQLIQRNPEISHMLNNPDIMRQTLELARNPAMMQEMMRNQDRALSNLESIPGGYNALRRMYTDIQEPMLSAAQEQFGGNPFASLV.... Result: 1 (interaction).